This data is from Catalyst prediction with 721,799 reactions and 888 catalyst types from USPTO. The task is: Predict which catalyst facilitates the given reaction. (1) Reactant: [CH2:1]([NH:5][C:6](=[O:23])[C:7]1[CH:12]=[CH:11][C:10]([CH2:13][CH2:14][O:15][C:16]2[CH:21]=[CH:20][CH:19]=[C:18](Br)[CH:17]=2)=[CH:9][CH:8]=1)[CH:2]([CH3:4])[CH3:3].[CH3:24][Si:25]([C:28]#[CH:29])([CH3:27])[CH3:26].C(N(CC)CC)C.O. Product: [CH2:1]([NH:5][C:6](=[O:23])[C:7]1[CH:12]=[CH:11][C:10]([CH2:13][CH2:14][O:15][C:16]2[CH:21]=[CH:20][CH:19]=[C:18]([C:29]#[C:28][Si:25]([CH3:27])([CH3:26])[CH3:24])[CH:17]=2)=[CH:9][CH:8]=1)[CH:2]([CH3:4])[CH3:3]. The catalyst class is: 555. (2) Reactant: [CH3:1][P:2]([C:5]1[CH:10]=[CH:9][C:8](B2OC(C)(C)C(C)(C)O2)=[CH:7][CH:6]=1)([CH3:4])=[O:3].I[C:21]1[NH:39][C:24]2=[N:25][CH:26]=[C:27]([NH:29][C:30]([C:32]3[NH:36][N:35]=[C:34]([CH3:37])[C:33]=3[CH3:38])=[O:31])[CH:28]=[C:23]2[CH:22]=1.C(=O)([O-])[O-].[K+].[K+]. Product: [CH3:4][P:2]([C:5]1[CH:6]=[CH:7][C:8]([C:21]2[NH:39][C:24]3=[N:25][CH:26]=[C:27]([NH:29][C:30]([C:32]4[NH:36][N:35]=[C:34]([CH3:37])[C:33]=4[CH3:38])=[O:31])[CH:28]=[C:23]3[CH:22]=2)=[CH:9][CH:10]=1)([CH3:1])=[O:3]. The catalyst class is: 12. (3) Reactant: [NH2:1][C:2]1[S:3][CH:4]([C:19]2[CH:24]=[CH:23][CH:22]=[CH:21][CH:20]=2)[C:5]([C:8]2[CH:9]=[CH:10][C:11]3[O:16][CH2:15][C:14](=[O:17])[NH:13][C:12]=3[CH:18]=2)=[CH:6][N:7]=1.[C:25]([O:28][CH2:29][C:30]([CH2:32]Cl)=O)(=[O:27])[CH3:26].C(OCC)(=O)C.C([O-])(O)=O.[Na+]. Product: [C:25]([O:28][CH2:29][C:30]1[N:1]=[C:2]2[N:7]([CH:32]=1)[CH:6]=[C:5]([C:8]1[CH:9]=[CH:10][C:11]3[O:16][CH2:15][C:14](=[O:17])[NH:13][C:12]=3[CH:18]=1)[CH:4]([C:19]1[CH:20]=[CH:21][CH:22]=[CH:23][CH:24]=1)[S:3]2)(=[O:27])[CH3:26]. The catalyst class is: 57. (4) Reactant: [NH2:1][C:2]1[CH:7]=[CH:6][C:5]([C:8]2[C:16]3[C:11](=[N:12][C:13]([NH2:17])=[N:14][CH:15]=3)[N:10]([CH3:18])[N:9]=2)=[CH:4][C:3]=1[F:19].C(=O)=O.CC(C)=O.[CH3:27][S:28](Cl)(=[O:30])=[O:29]. Product: [NH2:17][C:13]1[N:12]=[C:11]2[N:10]([CH3:18])[N:9]=[C:8]([C:5]3[CH:6]=[CH:7][C:2]([NH:1][S:28]([CH3:27])(=[O:30])=[O:29])=[C:3]([F:19])[CH:4]=3)[C:16]2=[CH:15][N:14]=1. The catalyst class is: 436. (5) Reactant: C(OC(=O)[NH:7][C:8]1[CH:13]=[CH:12][CH:11]=[CH:10][C:9]=1[NH:14][C:15](=[O:45])[CH:16]=[CH:17][C:18]1[CH:22]=[CH:21][N:20]([S:23]([C:26]2[CH:27]=[C:28]3[C:33](=[CH:34][CH:35]=2)[N:32]=[CH:31][N:30]=[C:29]3[NH:36][C:37]2[CH:42]=[CH:41][CH:40]=[C:39]([C:43]#[CH:44])[CH:38]=2)(=[O:25])=[O:24])[CH:19]=1)(C)(C)C.[Na+].[Cl-].N. Product: [NH2:7][C:8]1[CH:13]=[CH:12][CH:11]=[CH:10][C:9]=1[NH:14][C:15](=[O:45])[CH:16]=[CH:17][C:18]1[CH:22]=[CH:21][N:20]([S:23]([C:26]2[CH:27]=[C:28]3[C:33](=[CH:34][CH:35]=2)[N:32]=[CH:31][N:30]=[C:29]3[NH:36][C:37]2[CH:42]=[CH:41][CH:40]=[C:39]([C:43]#[CH:44])[CH:38]=2)(=[O:25])=[O:24])[CH:19]=1. The catalyst class is: 106. (6) Reactant: [CH:1]1([O:6][NH2:7])[CH2:5][CH2:4][CH2:3][CH2:2]1.[Cl:8][C:9]1[CH:10]=[C:11]([CH:22]=[CH:23][C:24]=1[S:25]([CH3:28])(=[O:27])=[O:26])[C:12]([C:14]1[NH:19][C:18](=[O:20])[C:17]([CH3:21])=[CH:16][CH:15]=1)=O.O. Product: [Cl:8][C:9]1[CH:10]=[C:11](/[C:12](=[N:7]\[O:6][CH:1]2[CH2:5][CH2:4][CH2:3][CH2:2]2)/[C:14]2[NH:19][C:18](=[O:20])[C:17]([CH3:21])=[CH:16][CH:15]=2)[CH:22]=[CH:23][C:24]=1[S:25]([CH3:28])(=[O:27])=[O:26]. The catalyst class is: 51. (7) Reactant: C([O:3][C:4](=[O:37])[CH:5]([C:10]1[CH:11]=[C:12]([C:27]2[CH:32]=[CH:31][C:30]([C:33]([F:36])([F:35])[F:34])=[CH:29][CH:28]=2)[CH:13]=[C:14]([CH:16]2[CH2:21][CH2:20][N:19]([CH2:22][CH2:23][CH:24]([CH3:26])[CH3:25])[CH2:18][CH2:17]2)[CH:15]=1)[CH2:6][CH:7]([CH3:9])[CH3:8])C.[OH-].[Na+]. Product: [CH3:8][CH:7]([CH3:9])[CH2:6][CH:5]([C:10]1[CH:11]=[C:12]([C:27]2[CH:32]=[CH:31][C:30]([C:33]([F:36])([F:34])[F:35])=[CH:29][CH:28]=2)[CH:13]=[C:14]([CH:16]2[CH2:21][CH2:20][N:19]([CH2:22][CH2:23][CH:24]([CH3:25])[CH3:26])[CH2:18][CH2:17]2)[CH:15]=1)[C:4]([OH:37])=[O:3]. The catalyst class is: 5. (8) Reactant: Br[C:2]1[CH:7]=[CH:6][C:5]([N+:8]([O-:10])=[O:9])=[C:4]([O:11][CH3:12])[CH:3]=1.B1([C:22]2[CH2:27][CH2:26][N:25]([C:28]([O:30][C:31]([CH3:34])([CH3:33])[CH3:32])=[O:29])[CH2:24][CH:23]=2)OC(C)(C)C(C)(C)O1.C(=O)([O-])[O-].[K+].[K+].C(Cl)Cl. Product: [CH3:12][O:11][C:4]1[CH:3]=[C:2]([C:22]2[CH2:27][CH2:26][N:25]([C:28]([O:30][C:31]([CH3:34])([CH3:33])[CH3:32])=[O:29])[CH2:24][CH:23]=2)[CH:7]=[CH:6][C:5]=1[N+:8]([O-:10])=[O:9]. The catalyst class is: 39. (9) Reactant: [Br:1][C:2]1[CH:3]=[C:4]([OH:8])[CH:5]=[CH:6][CH:7]=1.[CH3:9][O:10][CH2:11][CH2:12]Br.C([O-])([O-])=O.[K+].[K+]. Product: [Br:1][C:2]1[CH:7]=[CH:6][CH:5]=[C:4]([O:8][CH2:12][CH2:11][O:10][CH3:9])[CH:3]=1. The catalyst class is: 275. (10) Reactant: [C:1]([O:5][C:6](=[O:27])[NH:7][C:8]([CH3:26])([CH3:25])[CH2:9][C:10]1[C:18]2[C:13](=[C:14]([CH:19]=[CH:20][S:21]([CH3:24])(=[O:23])=[O:22])[CH:15]=[CH:16][CH:17]=2)[NH:12][CH:11]=1)([CH3:4])([CH3:3])[CH3:2]. Product: [C:1]([O:5][C:6](=[O:27])[NH:7][C:8]([CH3:26])([CH3:25])[CH2:9][C:10]1[C:18]2[C:13](=[C:14]([CH2:19][CH2:20][S:21]([CH3:24])(=[O:23])=[O:22])[CH:15]=[CH:16][CH:17]=2)[NH:12][CH:11]=1)([CH3:3])([CH3:4])[CH3:2]. The catalyst class is: 19.